Dataset: Catalyst prediction with 721,799 reactions and 888 catalyst types from USPTO. Task: Predict which catalyst facilitates the given reaction. (1) Reactant: C1C(=O)N([Br:8])C(=O)C1.[CH:9]([C:11]1[N:12]=[C:13]([N:16]([C:24]([O:26][C:27]([CH3:30])([CH3:29])[CH3:28])=[O:25])[C:17]([O:19][C:20]([CH3:23])([CH3:22])[CH3:21])=[O:18])[NH:14][CH:15]=1)=[O:10]. Product: [Br:8][C:15]1[N:14]=[C:13]([N:16]([C:24]([O:26][C:27]([CH3:30])([CH3:29])[CH3:28])=[O:25])[C:17]([O:19][C:20]([CH3:22])([CH3:23])[CH3:21])=[O:18])[NH:12][C:11]=1[CH:9]=[O:10]. The catalyst class is: 31. (2) Reactant: [F:1][C:2]1[CH:7]=[CH:6][C:5]([CH3:8])=[CH:4][C:3]=1[OH:9].Cl[C:11]1[CH:12]=[CH:13][C:14]([N+:26]([O-:28])=[O:27])=[C:15]([CH2:17][NH:18][C:19](=[O:25])[O:20][C:21]([CH3:24])([CH3:23])[CH3:22])[CH:16]=1.[H-].[Na+]. Product: [C:21]([O:20][C:19](=[O:25])[NH:18][CH2:17][C:15]1[CH:16]=[C:11]([O:9][C:3]2[CH:4]=[C:5]([CH3:8])[CH:6]=[CH:7][C:2]=2[F:1])[CH:12]=[CH:13][C:14]=1[N+:26]([O-:28])=[O:27])([CH3:24])([CH3:22])[CH3:23]. The catalyst class is: 9. (3) Reactant: [CH2:1]([O:8][C:9]1[C:14]2[CH2:15][CH2:16][O:17][C:13]=2[CH:12]=[C:11]([CH2:18][OH:19])[CH:10]=1)[C:2]1[CH:7]=[CH:6][CH:5]=[CH:4][CH:3]=1.CC(OI1(OC(C)=O)(OC(C)=O)OC(=O)C2C=CC=CC1=2)=O.C([O-])(O)=O.[Na+].[O-]S([O-])(=S)=O.[Na+].[Na+]. The catalyst class is: 2. Product: [CH2:1]([O:8][C:9]1[C:14]2[CH2:15][CH2:16][O:17][C:13]=2[CH:12]=[C:11]([CH:18]=[O:19])[CH:10]=1)[C:2]1[CH:3]=[CH:4][CH:5]=[CH:6][CH:7]=1. (4) Reactant: [Br:1][C:2]1[CH:3]=[C:4]2[C:9](=[C:10]([F:12])[CH:11]=1)[NH:8][C:7](=O)[CH2:6][CH2:5]2.COC1C=CC(P2(SP(C3C=CC(OC)=CC=3)(=S)S2)=[S:23])=CC=1. Product: [Br:1][C:2]1[CH:3]=[C:4]2[C:9](=[C:10]([F:12])[CH:11]=1)[NH:8][C:7](=[S:23])[CH2:6][CH2:5]2. The catalyst class is: 11. (5) Reactant: [O:1]1[CH:5]=[CH:4][CH:3]=[C:2]1[C:6]1[CH:11]=[C:10]([O:12][CH3:13])[C:9]([OH:14])=[C:8]([O:15][CH3:16])[CH:7]=1.C([O-])([O-])=O.[Cs+].[Cs+].I[CH2:24][CH3:25].Cl. Product: [CH2:24]([O:14][C:9]1[C:8]([O:15][CH3:16])=[CH:7][C:6]([C:2]2[O:1][CH:5]=[CH:4][CH:3]=2)=[CH:11][C:10]=1[O:12][CH3:13])[CH3:25]. The catalyst class is: 303. (6) Reactant: [NH2:1][CH2:2][C:3]([OH:5])=[O:4].[OH-].[Na+].[C:8](O[C:8]([O:10][C:11]([CH3:14])([CH3:13])[CH3:12])=[O:9])([O:10][C:11]([CH3:14])([CH3:13])[CH3:12])=[O:9]. Product: [C:11]([O:10][C:8]([NH:1][CH2:2][C:3]([OH:5])=[O:4])=[O:9])([CH3:14])([CH3:13])[CH3:12]. The catalyst class is: 107. (7) Reactant: [F:1][C:2]1[N:7]=[CH:6][C:5]([C:8](=O)[CH3:9])=[CH:4][CH:3]=1.Cl.[NH2:12][OH:13].CC([O-])=O.[Na+]. Product: [F:1][C:2]1[N:7]=[CH:6][C:5]([C:8](=[N:12][OH:13])[CH3:9])=[CH:4][CH:3]=1. The catalyst class is: 315.